This data is from PAMPA (Parallel Artificial Membrane Permeability Assay) permeability data from NCATS. The task is: Regression/Classification. Given a drug SMILES string, predict its absorption, distribution, metabolism, or excretion properties. Task type varies by dataset: regression for continuous measurements (e.g., permeability, clearance, half-life) or binary classification for categorical outcomes (e.g., BBB penetration, CYP inhibition). Dataset: pampa_ncats. The molecule is CC1=CC(=NC=C1)NC(=S)N2CCN(CC2)C3=CC=C(C=C3)N. The result is 1 (high permeability).